The task is: Regression/Classification. Given a drug SMILES string, predict its toxicity properties. Task type varies by dataset: regression for continuous values (e.g., LD50, hERG inhibition percentage) or binary classification for toxic/non-toxic outcomes (e.g., AMES mutagenicity, cardiotoxicity, hepatotoxicity). Dataset: herg_karim.. This data is from hERG potassium channel inhibition data for cardiac toxicity prediction from Karim et al.. (1) The compound is CCCc1cc(-c2cc(C(=O)N(CCN(C)C)Cc3ccccc3)cc(C(F)(F)F)c2)nc(C#N)n1. The result is 1 (blocker). (2) The compound is Cc1nc(C)c(-c2nnc(SCCCN3CCC4(CCc5cc(F)ccc54)C3)n2C)s1. The result is 1 (blocker).